Dataset: M1 muscarinic receptor antagonist screen with 61,756 compounds. Task: Binary Classification. Given a drug SMILES string, predict its activity (active/inactive) in a high-throughput screening assay against a specified biological target. (1) The drug is S(c1cc(NC(=O)c2nnn(Cc3ccccc3)c2N)ccc1)C. The result is 0 (inactive). (2) The compound is S(Cc1oc(cc1C(O)=O)C)c1[nH]ncn1. The result is 0 (inactive). (3) The drug is Brc1oc(C(=O)NCC(OCC(=O)N(CC(=O)Nc2c(Cl)cccc2)C)=O)cc1. The result is 0 (inactive). (4) The drug is [nH]1nc(c(N)c1c1ccccc1)c1ccccc1. The result is 0 (inactive). (5) The result is 0 (inactive). The compound is N1(CCCC1)c1n2nc(c(c2nc(c1)CCC)c1ccccc1)C. (6) The drug is Clc1ccc(Cn2c3sc4c(CCCC4)c3c3n(ncn3)c2=O)cc1. The result is 0 (inactive).